Dataset: In vitro SARS-CoV-2 activity screen of 1,480 approved drugs from Prestwick library. Task: Binary Classification. Given a drug SMILES string, predict its activity (active/inactive) in a high-throughput screening assay against a specified biological target. (1) The drug is Cc1ccc(N(CC2=NCCN2)c2cccc(O)c2)cc1.Cl. The result is 0 (inactive). (2) The compound is O=C([O-])c1cc(=O)c2c(OCC(O)COc3cccc4oc(C(=O)[O-])cc(=O)c34)cccc2o1.[Na+].[Na+]. The result is 0 (inactive).